From a dataset of Retrosynthesis with 50K atom-mapped reactions and 10 reaction types from USPTO. Predict the reactants needed to synthesize the given product. (1) Given the product Cc1onc(-c2ccc(F)cc2)c1CNc1cc(C(=O)NC(C)C)n(C)n1, predict the reactants needed to synthesize it. The reactants are: CC(C)N.Cc1onc(-c2ccc(F)cc2)c1CNc1cc(C(=O)O)n(C)n1. (2) Given the product COc1ccc(CN2C[C@@H](Cc3cc(Cl)cc(Cl)c3)OCC2=O)cc1, predict the reactants needed to synthesize it. The reactants are: COc1ccc(CCl)cc1.O=C1CO[C@H](Cc2cc(Cl)cc(Cl)c2)CN1. (3) Given the product CCOC(=O)C1CCN(C(=O)c2ccccc2OCC)C1, predict the reactants needed to synthesize it. The reactants are: CCOC(=O)C1CCNC1.CCOc1ccccc1C(=O)Cl. (4) Given the product Nc1nccc(Oc2cc(F)ccc2F)c1I, predict the reactants needed to synthesize it. The reactants are: Nc1nccc(Cl)c1I.Oc1cc(F)ccc1F. (5) Given the product C[C@@H](c1ccccc1)N(CCC(C)(O)c1ccccc1)C(=O)OC(C)(C)C, predict the reactants needed to synthesize it. The reactants are: CC(=O)CCN(C(=O)OC(C)(C)C)[C@@H](C)c1ccccc1.[Mg+]c1ccccc1.